Dataset: Full USPTO retrosynthesis dataset with 1.9M reactions from patents (1976-2016). Task: Predict the reactants needed to synthesize the given product. (1) Given the product [F:19][C:16]([F:17])([F:18])[C:15]([NH:4][CH2:3][CH2:1][O:2][C:27]([C:21]1[CH:26]=[CH:25][CH:24]=[CH:23][CH:22]=1)([C:34]1[CH:35]=[CH:36][CH:37]=[CH:38][CH:39]=1)[C:28]1[CH:29]=[CH:30][CH:31]=[CH:32][CH:33]=1)=[O:20], predict the reactants needed to synthesize it. The reactants are: [CH2:1]([CH2:3][NH2:4])[OH:2].CN1CCOCC1.C(O[C:15](=[O:20])[C:16]([F:19])([F:18])[F:17])C.[C:21]1([C:27](Cl)([C:34]2[CH:39]=[CH:38][CH:37]=[CH:36][CH:35]=2)[C:28]2[CH:33]=[CH:32][CH:31]=[CH:30][CH:29]=2)[CH:26]=[CH:25][CH:24]=[CH:23][CH:22]=1. (2) The reactants are: [N+:1]([C:4]1[N:5]=[CH:6][N:7]([CH2:9][CH2:10][C:11]2[CH:15]=[CH:14][S:13][CH:12]=2)[CH:8]=1)([O-])=O. Given the product [S:13]1[CH:14]=[CH:15][C:11]([CH2:10][CH2:9][N:7]2[CH:8]=[C:4]([NH2:1])[N:5]=[CH:6]2)=[CH:12]1, predict the reactants needed to synthesize it. (3) Given the product [CH3:1][C:2]1[CH:3]([OH:28])[O:4][CH:5]([CH2:7][O:8][C:9]([C:22]2[CH:27]=[CH:26][CH:25]=[CH:24][CH:23]=2)([C:10]2[CH:11]=[CH:12][CH:13]=[CH:14][CH:15]=2)[C:16]2[CH:21]=[CH:20][CH:19]=[CH:18][CH:17]=2)[CH:6]=1, predict the reactants needed to synthesize it. The reactants are: [CH3:1][C:2]1[C:3](=[O:28])[O:4][CH:5]([CH2:7][O:8][C:9]([C:22]2[CH:27]=[CH:26][CH:25]=[CH:24][CH:23]=2)([C:16]2[CH:21]=[CH:20][CH:19]=[CH:18][CH:17]=2)[C:10]2[CH:15]=[CH:14][CH:13]=[CH:12][CH:11]=2)[CH:6]=1.CC(C[AlH]CC(C)C)C. (4) Given the product [C:1]([O:5][C:6](=[O:20])[C@@H:7]([NH:12][C:13]([O:15][C:16]([CH3:19])([CH3:18])[CH3:17])=[O:14])[CH2:8][CH2:9][CH2:10][NH:11][CH:29]1[C:30]2[N:21]=[CH:22][CH:23]=[CH:24][C:25]=2[CH2:26][CH2:27][CH2:28]1)([CH3:4])([CH3:3])[CH3:2], predict the reactants needed to synthesize it. The reactants are: [C:1]([O:5][C:6](=[O:20])[C@@H:7]([NH:12][C:13]([O:15][C:16]([CH3:19])([CH3:18])[CH3:17])=[O:14])[CH2:8][CH2:9][CH2:10][NH2:11])([CH3:4])([CH3:3])[CH3:2].[N:21]1[C:30]2[C:29](=O)[CH2:28][CH2:27][CH2:26][C:25]=2[CH:24]=[CH:23][CH:22]=1.[BH4-].[Na+]. (5) Given the product [Cl:1][C:2]1[CH:7]=[C:6]([Cl:8])[CH:5]=[CH:4][C:3]=1[C:9]1[C:17]2[C:13](=[C:14]([C:19]#[N:21])[N:15]([CH3:18])[N:16]=2)[CH:12]=[CH:11][CH:10]=1, predict the reactants needed to synthesize it. The reactants are: [Cl:1][C:2]1[CH:7]=[C:6]([Cl:8])[CH:5]=[CH:4][C:3]=1[C:9]1[C:17]2[C:13](=[C:14]([CH2:19]O)[N:15]([CH3:18])[N:16]=2)[CH:12]=[CH:11][CH:10]=1.[NH3:21].CC(O)C.[O-]S([O-])(=O)=O.[Mg+2]. (6) Given the product [Br:12][C:13]1[CH:14]=[C:15]2[CH:21]=[CH:20][N:19]([C:2]3[CH:7]=[CH:6][C:5]([C:8]([F:11])([F:10])[F:9])=[CH:4][CH:3]=3)[C:16]2=[N:17][CH:18]=1, predict the reactants needed to synthesize it. The reactants are: I[C:2]1[CH:7]=[CH:6][C:5]([C:8]([F:11])([F:10])[F:9])=[CH:4][CH:3]=1.[Br:12][C:13]1[CH:14]=[C:15]2[CH:21]=[CH:20][NH:19][C:16]2=[N:17][CH:18]=1.C(=O)([O-])[O-].[K+].[K+].[OH-].[Na+].